This data is from Reaction yield outcomes from USPTO patents with 853,638 reactions. The task is: Predict the reaction yield, written as a fraction of the theoretical maximum amount of product (1.0 means a 100% yield; for example, 0.34 means a 34% yield). (1) The reactants are C(OCC)(=O)C.[ClH:7].[CH3:8][O:9][C:10]1[CH:11]=[C:12]([CH2:18][CH2:19][NH:20][C:21]2[N:26]=[C:25]([C:27]3[CH:28]=[C:29]([NH:33][C:34](=[O:40])[CH2:35][CH2:36][N:37]([CH3:39])[CH3:38])[CH:30]=[CH:31][CH:32]=3)[CH:24]=[CH:23][N:22]=2)[CH:13]=[CH:14][C:15]=1[O:16][CH3:17]. The catalyst is C(Cl)Cl. The product is [ClH:7].[CH3:8][O:9][C:10]1[CH:11]=[C:12]([CH2:18][CH2:19][NH:20][C:21]2[N:26]=[C:25]([C:27]3[CH:28]=[C:29]([NH:33][C:34](=[O:40])[CH2:35][CH2:36][N:37]([CH3:38])[CH3:39])[CH:30]=[CH:31][CH:32]=3)[CH:24]=[CH:23][N:22]=2)[CH:13]=[CH:14][C:15]=1[O:16][CH3:17]. The yield is 0.770. (2) The reactants are C(=O)([O-])[O-].[Na+].[Na+].CC1(C)C(C)(C)OB([C:15]2[CH:20]=[CH:19][C:18]([OH:21])=[CH:17][CH:16]=2)O1.Br[C:24]1[S:28][C:27]([CH2:29][C:30]([O:32][CH2:33][CH3:34])=[O:31])=[CH:26][CH:25]=1.O. The catalyst is C1(C)C(CCO)=CC=CC=1.C1C=CC(/C=C/C(/C=C/C2C=CC=CC=2)=O)=CC=1.C1C=CC(/C=C/C(/C=C/C2C=CC=CC=2)=O)=CC=1.C1C=CC(/C=C/C(/C=C/C2C=CC=CC=2)=O)=CC=1.[Pd].[Pd].C1(C)C=CC=CC=1P(C1C=CC=CC=1C)C1C=CC=CC=1C. The product is [CH2:33]([O:32][C:30](=[O:31])[CH2:29][C:27]1[S:28][C:24]([C:15]2[CH:16]=[CH:17][C:18]([OH:21])=[CH:19][CH:20]=2)=[CH:25][CH:26]=1)[CH3:34]. The yield is 0.770. (3) The reactants are CC1C=CC(S(O[CH2:12][C@H:13]2[CH:22]=[CH:21][C:20]3[C:15](=[C:16]([C:24]4[C:29]([Cl:30])=[CH:28][CH:27]=[CH:26][C:25]=4[Cl:31])[CH:17]=[C:18]([F:23])[CH:19]=3)[O:14]2)(=O)=O)=CC=1.[N-:32]=[N+:33]=[N-:34].[Na+]. The catalyst is CN(C=O)C. The product is [N:32]([CH2:12][C@H:13]1[CH:22]=[CH:21][C:20]2[C:15](=[C:16]([C:24]3[C:29]([Cl:30])=[CH:28][CH:27]=[CH:26][C:25]=3[Cl:31])[CH:17]=[C:18]([F:23])[CH:19]=2)[O:14]1)=[N+:33]=[N-:34]. The yield is 0.850. (4) The reactants are [C:1]([C:3]1[NH:7][C:6]([C:8]2[CH:13]=[CH:12][C:11]([NH:14][S:15]([CH2:18][CH3:19])(=[O:17])=[O:16])=[CH:10][CH:9]=2)=[CH:5][CH:4]=1)#[N:2].[CH3:20][C:21](C)([O-])C.[K+].C(I)C.CN(C)C=O. The catalyst is O1CCCC1. The product is [C:1]([C:3]1[N:7]([CH2:20][CH3:21])[C:6]([C:8]2[CH:9]=[CH:10][C:11]([NH:14][S:15]([CH2:18][CH3:19])(=[O:17])=[O:16])=[CH:12][CH:13]=2)=[CH:5][CH:4]=1)#[N:2]. The yield is 0.110. (5) The reactants are [ClH:1].C(OC([NH:9][CH2:10][CH2:11][C:12]([NH:14][CH2:15][C:16]1[CH:24]=[CH:23][CH:22]=[C:21]2[C:17]=1[C:18](=[O:34])[N:19]([CH:26]1[CH2:31][CH2:30][C:29](=[O:32])[NH:28][C:27]1=[O:33])[C:20]2=[O:25])=[O:13])=O)(C)(C)C. The catalyst is O1CCOCC1.C(Cl)Cl. The product is [ClH:1].[NH2:9][CH2:10][CH2:11][C:12]([NH:14][CH2:15][C:16]1[CH:24]=[CH:23][CH:22]=[C:21]2[C:17]=1[C:18](=[O:34])[N:19]([CH:26]1[CH2:31][CH2:30][C:29](=[O:32])[NH:28][C:27]1=[O:33])[C:20]2=[O:25])=[O:13]. The yield is 0.790. (6) No catalyst specified. The reactants are [Cl:1][C:2]1[CH:7]=[C:6]([Cl:8])[CH:5]=[CH:4][C:3]=1[C:9]1[N:10]=[C:11]([CH2:16][O:17][C:18]2[CH:23]=[CH:22][C:21]([C:24]3[CH:29]=[CH:28][CH:27]=[C:26]([OH:30])[CH:25]=3)=[CH:20][CH:19]=2)[N:12]([CH2:14][CH3:15])[CH:13]=1.Br[CH2:32][CH2:33][CH2:34][C:35]([O:37][CH3:38])=[O:36]. The product is [CH3:38][O:37][C:35](=[O:36])[CH2:34][CH2:33][CH2:32][O:30][C:26]1[CH:25]=[C:24]([C:21]2[CH:22]=[CH:23][C:18]([O:17][CH2:16][C:11]3[N:12]([CH2:14][CH3:15])[CH:13]=[C:9]([C:3]4[CH:4]=[CH:5][C:6]([Cl:8])=[CH:7][C:2]=4[Cl:1])[N:10]=3)=[CH:19][CH:20]=2)[CH:29]=[CH:28][CH:27]=1. The yield is 0.610.